Task: Predict the reactants needed to synthesize the given product.. Dataset: Full USPTO retrosynthesis dataset with 1.9M reactions from patents (1976-2016) (1) The reactants are: [F:1][C:2]1[CH:3]=[CH:4][C:5]([CH2:40][C:41]([O:43][CH3:44])=[O:42])=[C:6]([C:8]#[C:9][C:10]2[C:15]([C:16]([F:19])([F:18])[F:17])=[CH:14][N:13]=[C:12]([NH:20][C:21]3[CH:26]=[CH:25][C:24]([CH:27]4[CH2:32][CH2:31][N:30]([C:33]([O:35][C:36]([CH3:39])([CH3:38])[CH3:37])=[O:34])[CH2:29][CH2:28]4)=[CH:23][CH:22]=3)[N:11]=2)[CH:7]=1. Given the product [F:1][C:2]1[CH:3]=[CH:4][C:5]([CH2:40][C:41]([O:43][CH3:44])=[O:42])=[C:6]([CH:7]=1)[CH2:8][CH2:9][C:10]1[C:15]([C:16]([F:18])([F:19])[F:17])=[CH:14][N:13]=[C:12]([NH:20][C:21]2[CH:22]=[CH:23][C:24]([CH:27]3[CH2:28][CH2:29][N:30]([C:33]([O:35][C:36]([CH3:38])([CH3:39])[CH3:37])=[O:34])[CH2:31][CH2:32]3)=[CH:25][CH:26]=2)[N:11]=1, predict the reactants needed to synthesize it. (2) Given the product [Br:28][C:29]1[N:30]=[C:31]([CH:53]([C:4]2[CH:5]=[C:6]([CH2:8][CH3:9])[CH:7]=[C:2]([Cl:1])[C:3]=2[F:10])[OH:54])[N:32]([C:34]([C:41]2[CH:42]=[CH:43][CH:44]=[CH:45][CH:46]=2)([C:47]2[CH:52]=[CH:51][CH:50]=[CH:49][CH:48]=2)[C:35]2[CH:36]=[CH:37][CH:38]=[CH:39][CH:40]=2)[CH:33]=1, predict the reactants needed to synthesize it. The reactants are: [Cl:1][C:2]1[CH:7]=[C:6]([CH2:8][CH3:9])[CH:5]=[CH:4][C:3]=1[F:10].CN(CCN(CCN(C)C)C)C.[Li]CCCC.[Br:28][C:29]1[N:30]=[C:31]([CH:53]=[O:54])[N:32]([C:34]([C:47]2[CH:52]=[CH:51][CH:50]=[CH:49][CH:48]=2)([C:41]2[CH:46]=[CH:45][CH:44]=[CH:43][CH:42]=2)[C:35]2[CH:40]=[CH:39][CH:38]=[CH:37][CH:36]=2)[CH:33]=1. (3) Given the product [Br:1][C:2]1[CH:3]=[C:4]([C:9]([O:11][CH3:12])=[O:10])[S:5][C:6]=1[C:7]#[N:16], predict the reactants needed to synthesize it. The reactants are: [Br:1][C:2]1[CH:3]=[C:4]([C:9]([O:11][CH3:12])=[O:10])[S:5][C:6]=1[CH:7]=O.Cl.NO.[N:16]1C=CC=CC=1.FC(F)(F)C(OC(=O)C(F)(F)F)=O.